From a dataset of Full USPTO retrosynthesis dataset with 1.9M reactions from patents (1976-2016). Predict the reactants needed to synthesize the given product. Given the product [Cl:1][C:2]1[CH:24]=[CH:23][C:5]([CH2:6][N:7]2[C:11]3=[N:12][CH:13]=[C:14]([O:16][CH3:17])[CH:15]=[C:10]3[CH:9]=[C:8]2[CH2:18][OH:19])=[CH:4][CH:3]=1, predict the reactants needed to synthesize it. The reactants are: [Cl:1][C:2]1[CH:24]=[CH:23][C:5]([CH2:6][N:7]2[C:11]3=[N:12][CH:13]=[C:14]([O:16][CH3:17])[CH:15]=[C:10]3[CH:9]=[C:8]2[C:18](OCC)=[O:19])=[CH:4][CH:3]=1.[H-].[H-].[H-].[H-].[Li+].[Al+3].O.